From a dataset of Reaction yield outcomes from USPTO patents with 853,638 reactions. Predict the reaction yield, written as a fraction of the theoretical maximum amount of product (1.0 means a 100% yield; for example, 0.34 means a 34% yield). (1) The reactants are [CH:1]1[C:10]2[CH2:9][CH2:8][CH2:7][CH2:6][C:5]=2[CH:4]=[CH:3][N:2]=1.[NH2-:11].[Na+].[OH-].[Na+]. The catalyst is CN(C=O)C. The product is [C:1]1([NH2:11])[C:10]2[CH2:9][CH2:8][CH2:7][CH2:6][C:5]=2[CH:4]=[CH:3][N:2]=1. The yield is 0.460. (2) The reactants are [CH:1]1([NH:4][C:5]([NH:7][C:8]2[CH:13]=[CH:12][C:11]([O:14][C:15]3[CH:20]=[CH:19][N:18]=[C:17]4[CH:21]=[C:22]([C:24]5[CH:29]=[CH:28][C:27]([CH2:30][N:31]6[CH2:36][CH2:35][NH:34][CH2:33][CH2:32]6)=[CH:26][N:25]=5)[S:23][C:16]=34)=[C:10]([F:37])[CH:9]=2)=[O:6])[CH2:3][CH2:2]1.[C:38]([NH:45][C@H:46]([C:50](O)=[O:51])[CH:47]([CH3:49])[CH3:48])([O:40][C:41]([CH3:44])([CH3:43])[CH3:42])=[O:39].C(N(CC)CC)C.C1C=C2N=NN(O)C2=CC=1.O.CCN=C=NCCCN(C)C.Cl. The catalyst is CN(C=O)C. The product is [CH:1]1([NH:4][C:5](=[O:6])[NH:7][C:8]2[CH:13]=[CH:12][C:11]([O:14][C:15]3[CH:20]=[CH:19][N:18]=[C:17]4[CH:21]=[C:22]([C:24]5[N:25]=[CH:26][C:27]([CH2:30][N:31]6[CH2:32][CH2:33][N:34]([C:50](=[O:51])[C@@H:46]([NH:45][C:38](=[O:39])[O:40][C:41]([CH3:44])([CH3:43])[CH3:42])[CH:47]([CH3:49])[CH3:48])[CH2:35][CH2:36]6)=[CH:28][CH:29]=5)[S:23][C:16]=34)=[C:10]([F:37])[CH:9]=2)[CH2:3][CH2:2]1. The yield is 0.820. (3) The reactants are [I-].[C:2]([CH:5]([CH2:11][CH:12]([CH3:14])[CH3:13])[CH2:6][N+:7]([CH3:10])([CH3:9])C)(=[O:4])[CH3:3].[CH3:15][O:16][C:17]1[CH:18]=[C:19]2[C:24](=[CH:25][C:26]=1[O:27][CH3:28])C=NC[CH2:20]2.C(O)C.O. The catalyst is ClCCl. The product is [CH2:11]([CH:5]1[CH2:6][N:7]2[CH2:9][CH2:20][C:19]3[C:24]([CH:10]2[CH2:3][C:2]1=[O:4])=[CH:25][C:26]([O:27][CH3:28])=[C:17]([O:16][CH3:15])[CH:18]=3)[CH:12]([CH3:13])[CH3:14]. The yield is 0.360.